Dataset: Catalyst prediction with 721,799 reactions and 888 catalyst types from USPTO. Task: Predict which catalyst facilitates the given reaction. (1) Product: [F:5][C:6]1[CH:7]=[C:8]2[C:9](=[CH:10][C:11]=1[F:12])[C:15](=[O:16])[CH2:14][CH2:13]2. The catalyst class is: 534. Reactant: [Al+3].[Cl-].[Cl-].[Cl-].[F:5][C:6]1[CH:7]=[C:8]([CH2:13][CH2:14][C:15](Cl)=[O:16])[CH:9]=[CH:10][C:11]=1[F:12]. (2) Reactant: [Br:1][C:2]1[CH:3]=[C:4]2[C:9](=[CH:10][CH:11]=1)[CH:8]=[C:7]([C:12](=[O:14])[CH3:13])[CH:6]=[CH:5]2.[F:15][C:16]([Si](C)(C)C)([F:18])[F:17].C([O-])(=O)C.[Li+].Cl. Product: [Br:1][C:2]1[CH:3]=[C:4]2[C:9](=[CH:10][CH:11]=1)[CH:8]=[C:7]([C:12]([OH:14])([CH3:13])[C:16]([F:18])([F:17])[F:15])[CH:6]=[CH:5]2. The catalyst class is: 475. (3) Reactant: [CH2:1]([O:3][C:4]([C:6]1[S:7][C:8](Cl)=[C:9]([N+:11]([O-:13])=[O:12])[CH:10]=1)=[O:5])[CH3:2].[SH:15][C:16]1[CH:21]=[CH:20][C:19]([OH:22])=[CH:18][CH:17]=1.C(=O)([O-])[O-].[Cs+].[Cs+].O. Product: [CH2:1]([O:3][C:4]([C:6]1[S:7][C:8]([S:15][C:16]2[CH:21]=[CH:20][C:19]([OH:22])=[CH:18][CH:17]=2)=[C:9]([N+:11]([O-:13])=[O:12])[CH:10]=1)=[O:5])[CH3:2]. The catalyst class is: 9. (4) Reactant: [CH2:1]([N:8]([CH2:24][C:25]1[CH:30]=[CH:29][C:28]([C:31]2[CH:36]=[CH:35][C:34]([OH:37])=[C:33]([Br:38])[CH:32]=2)=[CH:27][CH:26]=1)[C:9]([C:11]1[C:15]2[CH:16]=[CH:17][CH:18]=[CH:19][C:14]=2[O:13][C:12]=1[CH2:20][CH2:21][CH2:22][CH3:23])=[O:10])[C:2]1[CH:7]=[CH:6][CH:5]=[CH:4][CH:3]=1.Br[CH2:40][C:41]#[N:42].C(=O)([O-])[O-].[K+].[K+]. Product: [CH2:1]([N:8]([CH2:24][C:25]1[CH:26]=[CH:27][C:28]([C:31]2[CH:36]=[CH:35][C:34]([O:37][CH2:40][C:41]#[N:42])=[C:33]([Br:38])[CH:32]=2)=[CH:29][CH:30]=1)[C:9]([C:11]1[C:15]2[CH:16]=[CH:17][CH:18]=[CH:19][C:14]=2[O:13][C:12]=1[CH2:20][CH2:21][CH2:22][CH3:23])=[O:10])[C:2]1[CH:7]=[CH:6][CH:5]=[CH:4][CH:3]=1. The catalyst class is: 3. (5) Reactant: [C:1]1([C:7]2[CH:8]=[C:9]([C:22]([NH2:24])=[O:23])[C:10]3[CH:11]=[N:12][N:13]([CH:16]4[CH2:21][CH2:20][CH2:19][NH:18][CH2:17]4)[C:14]=3[CH:15]=2)[CH:6]=[CH:5][CH:4]=[CH:3][CH:2]=1.C(N(CC)CC)C.[C:32](Cl)(=[O:39])[C:33]1[CH:38]=[CH:37][CH:36]=[CH:35][CH:34]=1. Product: [C:1]1([C:7]2[CH:8]=[C:9]([C:22]([NH2:24])=[O:23])[C:10]3[CH:11]=[N:12][N:13]([CH:16]4[CH2:21][CH2:20][CH2:19][N:18]([C:32]([C:33]5[CH:38]=[CH:37][CH:36]=[CH:35][CH:34]=5)=[O:39])[CH2:17]4)[C:14]=3[CH:15]=2)[CH:2]=[CH:3][CH:4]=[CH:5][CH:6]=1. The catalyst class is: 142. (6) Reactant: [CH3:1][C:2]1[CH:3]=[CH:4][CH:5]=[CH:6][C:7]=1[CH3:8].ClCCCl.[N+:13]([O-:16])([OH:15])=[O:14]. Product: [N+:13]([C:3]1[CH:4]=[CH:5][CH:6]=[C:7]([CH3:8])[C:2]=1[CH3:1])([O-:15])=[O:14].[N+:13]([C:4]1[CH:3]=[C:2]([CH3:1])[C:7]([CH3:8])=[CH:6][CH:5]=1)([O-:16])=[O:14]. The catalyst class is: 6.